Dataset: NCI-60 drug combinations with 297,098 pairs across 59 cell lines. Task: Regression. Given two drug SMILES strings and cell line genomic features, predict the synergy score measuring deviation from expected non-interaction effect. Drug 1: C1=CC(=CC=C1CC(C(=O)O)N)N(CCCl)CCCl.Cl. Drug 2: CNC(=O)C1=NC=CC(=C1)OC2=CC=C(C=C2)NC(=O)NC3=CC(=C(C=C3)Cl)C(F)(F)F. Cell line: K-562. Synergy scores: CSS=37.2, Synergy_ZIP=-2.32, Synergy_Bliss=-4.99, Synergy_Loewe=-13.2, Synergy_HSA=-7.63.